The task is: Predict the reaction yield, written as a fraction of the theoretical maximum amount of product (1.0 means a 100% yield; for example, 0.34 means a 34% yield).. This data is from Reaction yield outcomes from USPTO patents with 853,638 reactions. (1) The product is [C:1]([O:5][C:6]([NH:8][C@H:9]([C:23]([O:25][CH3:26])=[O:24])[CH2:10][C:11]1[CH:16]=[CH:15][C:14]([CH2:17][CH2:18][CH2:19][CH:20]([OH:22])[CH3:21])=[CH:13][N:12]=1)=[O:7])([CH3:4])([CH3:2])[CH3:3]. The reactants are [C:1]([O:5][C:6]([NH:8][C@H:9]([C:23]([O:25][CH3:26])=[O:24])[CH2:10][C:11]1[CH:16]=[CH:15][C:14]([C:17]#[C:18][CH2:19][CH:20]([OH:22])[CH3:21])=[CH:13][N:12]=1)=[O:7])([CH3:4])([CH3:3])[CH3:2]. The yield is 0.910. The catalyst is CO.[Pd]. (2) The reactants are Cl[C:2]1[N:7]=[C:6]([O:8][CH2:9][C:10]([F:13])([F:12])[F:11])[N:5]=[C:4]([NH:14][CH2:15][C:16]2[O:17][C:18]([CH3:21])=[CH:19][CH:20]=2)[N:3]=1.[N:22]1([C:28]2[CH:29]=[C:30]([NH2:34])[CH:31]=[CH:32][CH:33]=2)[CH2:27][CH2:26][O:25][CH2:24][CH2:23]1.C([O-])([O-])=O.[K+].[K+].CS(C)=O. The catalyst is O. The product is [CH3:21][C:18]1[O:17][C:16]([CH2:15][NH:14][C:4]2[N:3]=[C:2]([NH:34][C:30]3[CH:31]=[CH:32][CH:33]=[C:28]([N:22]4[CH2:27][CH2:26][O:25][CH2:24][CH2:23]4)[CH:29]=3)[N:7]=[C:6]([O:8][CH2:9][C:10]([F:13])([F:12])[F:11])[N:5]=2)=[CH:20][CH:19]=1. The yield is 0.200. (3) The reactants are [CH2:1]([N:3]1[C:7](=[O:8])[CH2:6][C:5]([C:9]2[CH:10]=[N:11][CH:12]=[CH:13][CH:14]=2)=[N:4]1)[CH3:2].[H-].[Na+].[F:17][C:18]([F:37])([F:36])[S:19](N([S:19]([C:18]([F:37])([F:36])[F:17])(=[O:21])=[O:20])C1C=CC=CC=1)(=[O:21])=[O:20]. The catalyst is C1COCC1. The product is [CH2:1]([N:3]1[C:7]([O:8][S:19]([C:18]([F:37])([F:36])[F:17])(=[O:21])=[O:20])=[CH:6][C:5]([C:9]2[CH:10]=[N:11][CH:12]=[CH:13][CH:14]=2)=[N:4]1)[CH3:2]. The yield is 0.500. (4) The reactants are [Br:1][C:2]1[CH:7]=[CH:6][C:5]([C:8](=O)[CH2:9][S:10][C:11]#[N:12])=[CH:4][CH:3]=1.[OH-].[Na+].[BrH:16]. The catalyst is C(O)(=O)C. The product is [Br:16][C:11]1[S:10][CH:9]=[C:8]([C:5]2[CH:6]=[CH:7][C:2]([Br:1])=[CH:3][CH:4]=2)[N:12]=1. The yield is 0.840. (5) The reactants are [C:1]([C:3]1[CH:4]=[C:5]([CH:12]=[CH:13][C:14]=1[O:15][CH:16]([CH3:18])[CH3:17])[C:6]([NH:8][CH2:9][CH2:10][OH:11])=O)#[N:2].S(Cl)(Cl)=O. The catalyst is C(Cl)Cl. The product is [O:11]1[CH2:10][CH2:9][N:8]=[C:6]1[C:5]1[CH:12]=[CH:13][C:14]([O:15][CH:16]([CH3:18])[CH3:17])=[C:3]([CH:4]=1)[C:1]#[N:2]. The yield is 0.610.